This data is from Peptide-MHC class I binding affinity with 185,985 pairs from IEDB/IMGT. The task is: Regression. Given a peptide amino acid sequence and an MHC pseudo amino acid sequence, predict their binding affinity value. This is MHC class I binding data. The peptide sequence is GYSFSIPGY. The MHC is HLA-A01:01 with pseudo-sequence HLA-A01:01. The binding affinity (normalized) is 0.0615.